From a dataset of CYP2C19 inhibition data for predicting drug metabolism from PubChem BioAssay. Regression/Classification. Given a drug SMILES string, predict its absorption, distribution, metabolism, or excretion properties. Task type varies by dataset: regression for continuous measurements (e.g., permeability, clearance, half-life) or binary classification for categorical outcomes (e.g., BBB penetration, CYP inhibition). Dataset: cyp2c19_veith. (1) The compound is CO[C@H]1COC(=O)C/C=C\[C@H](C)COC(=O)[C@@H](OCc2ccccc2)/C=C\[C@@H]1C. The result is 0 (non-inhibitor). (2) The compound is CC(=O)O[C@@H]1[C@H]([N+]2(C)CCCCC2)C[C@@H]2[C@@H]3CC[C@@H]4C[C@@H](OC(C)=O)[C@H]([N+]5(C)CCCCC5)C[C@@]4(C)[C@H]3CC[C@@]12C. The result is 0 (non-inhibitor). (3) The drug is CNC(=S)N1CCN(c2cccc(OC)c2)CC1. The result is 1 (inhibitor). (4) The molecule is O=C1OC(OC2CCCCC2)(c2ccccc2)c2ccccc21. The result is 1 (inhibitor). (5) The drug is CC(C)(C)NC(=O)C(Cc1ccccc1)NS(=O)(=O)c1ccc2c(c1)CCC(=O)N2. The result is 0 (non-inhibitor).